From a dataset of Catalyst prediction with 721,799 reactions and 888 catalyst types from USPTO. Predict which catalyst facilitates the given reaction. Reactant: [F:1][C:2]1[CH:7]=[CH:6][C:5]([C:8]2OC(=O)[S:10][N:9]=2)=[CH:4][CH:3]=1.[C:14]([C:17]#[N:18])(=[O:16])[CH3:15]. Product: [F:1][C:2]1[CH:7]=[CH:6][C:5]([C:8]2[N:18]=[C:17]([C:14](=[O:16])[CH3:15])[S:10][N:9]=2)=[CH:4][CH:3]=1. The catalyst class is: 11.